Dataset: Full USPTO retrosynthesis dataset with 1.9M reactions from patents (1976-2016). Task: Predict the reactants needed to synthesize the given product. (1) Given the product [CH3:21][NH:22][C:23]1[CH:28]=[CH:27][C:26]([C:2]2[N:7]=[C:6]([N:8]3[CH2:13][CH2:12][O:11][CH2:10][C@@H:9]3[CH3:14])[CH:5]=[C:4]([CH2:15][S:16]([CH3:19])(=[O:18])=[O:17])[N:3]=2)=[CH:25][CH:24]=1, predict the reactants needed to synthesize it. The reactants are: Cl[C:2]1[N:7]=[C:6]([N:8]2[CH2:13][CH2:12][O:11][CH2:10][C@@H:9]2[CH3:14])[CH:5]=[C:4]([CH2:15][S:16]([CH3:19])(=[O:18])=[O:17])[N:3]=1.O.[CH3:21][NH:22][C:23]1[CH:28]=[CH:27][C:26](B2OC(C)(C)C(C)(C)O2)=[CH:25][CH:24]=1.C(=O)([O-])[O-].[Na+].[Na+]. (2) The reactants are: [C:1]([C:4]1[CH:11]=[C:10]([Cl:12])[C:7]([C:8]#[N:9])=[C:6](I)[C:5]=1[O:14][CH2:15][CH3:16])(=[O:3])[CH3:2].[CH3:17][C:18]1(C)C(C)(C)OB(C=C)O1.ClCCl.C(=O)([O-])[O-].[K+].[K+]. Given the product [C:1]([C:4]1[CH:11]=[C:10]([Cl:12])[C:7]([C:8]#[N:9])=[C:6]([CH:17]=[CH2:18])[C:5]=1[O:14][CH2:15][CH3:16])(=[O:3])[CH3:2], predict the reactants needed to synthesize it. (3) The reactants are: [CH3:1][S:2]([NH2:5])(=[O:4])=[O:3].C(OC(N(C)[C@@H](C)C(N[C@H]1C2(CCOCC2)OC2C=CC=CC=2N(C[C:35]2[C:44]([O:45][CH3:46])=[CH:43][CH:42]=[C:41]3[C:36]=2[CH:37]=[CH:38][C:39]([C:47](O)=[O:48])=[CH:40]3)C1=O)=O)=O)(C)(C)C.CCN=C=NCCCN(C)C. Given the product [CH3:46][O:45][C:44]1[CH:35]=[C:36]2[C:41](=[CH:42][CH:43]=1)[CH:40]=[C:39]([C:47]([NH:5][S:2]([CH3:1])(=[O:4])=[O:3])=[O:48])[CH:38]=[CH:37]2, predict the reactants needed to synthesize it. (4) Given the product [Cl:17][C:15]1[CH:14]=[CH:13][C:11]2[S:12][C:8]([C:6]3[CH:5]=[CH:4][N:3]=[C:2]([NH2:49])[CH:7]=3)=[C:9]([CH3:18])[C:10]=2[CH:16]=1, predict the reactants needed to synthesize it. The reactants are: Cl[C:2]1[CH:7]=[C:6]([C:8]2[S:12][C:11]3[CH:13]=[CH:14][C:15]([Cl:17])=[CH:16][C:10]=3[C:9]=2[CH3:18])[CH:5]=[CH:4][N:3]=1.C1(C2C=CC=CC=2)C=CC=CC=1P(C1CCCCC1)C1CCCCC1.[Li+].C[Si]([N-:49][Si](C)(C)C)(C)C. (5) Given the product [F:1][C:2]1[CH:3]=[C:4]([C:8]2[N:9]=[CH:10][C:11]3[C:17]([OH:18])=[C:16]([C:19]([NH:21][CH2:22][C:23]([OH:25])=[O:24])=[O:20])[C:15](=[O:30])[N:14]([CH3:31])[C:12]=3[N:13]=2)[CH:5]=[CH:6][CH:7]=1, predict the reactants needed to synthesize it. The reactants are: [F:1][C:2]1[CH:3]=[C:4]([C:8]2[N:9]=[CH:10][C:11]3[C:17]([OH:18])=[C:16]([C:19]([NH:21][CH2:22][C:23]([O:25]C(C)(C)C)=[O:24])=[O:20])[C:15](=[O:30])[N:14]([CH3:31])[C:12]=3[N:13]=2)[CH:5]=[CH:6][CH:7]=1.ClC1N=CC2C(O)=C(C(NCC(OC(C)(C)C)=O)=O)C(=O)N(C)C=2N=1.FC1C=C(B(O)O)C=CC=1.C([O-])([O-])=O.[Na+].[Na+].